The task is: Predict the product of the given reaction.. This data is from Forward reaction prediction with 1.9M reactions from USPTO patents (1976-2016). (1) Given the reactants [C:1]1([CH:7]=[C:8]([S:10]([NH2:13])(=[O:12])=[O:11])[CH3:9])[CH:6]=[CH:5][CH:4]=[CH:3][CH:2]=1.C(=O)([O-])[O-].[K+].[K+].[Cl:20][C:21]1[CH:29]=[C:28]([Cl:30])[CH:27]=[CH:26][C:22]=1[C:23](Cl)=[O:24], predict the reaction product. The product is: [Cl:20][C:21]1[CH:29]=[C:28]([Cl:30])[CH:27]=[CH:26][C:22]=1[C:23]([NH:13][S:10]([C:8]([CH3:9])=[CH:7][C:1]1[CH:2]=[CH:3][CH:4]=[CH:5][CH:6]=1)(=[O:11])=[O:12])=[O:24]. (2) Given the reactants [CH3:1][N:2]1[CH2:6][CH2:5][CH:4]([CH2:7][OH:8])[CH2:3]1.[H-].[Na+].F[C:12]1[CH:13]=[C:14]([CH:17]=[CH:18][CH:19]=1)[C:15]#[N:16], predict the reaction product. The product is: [CH3:1][N:2]1[CH2:6][CH2:5][CH:4]([CH2:7][O:8][C:12]2[CH:13]=[C:14]([CH:17]=[CH:18][CH:19]=2)[C:15]#[N:16])[CH2:3]1. (3) Given the reactants C(O[C:6]([N:8]1[C@@H:12]([CH2:13][C:14]2[CH:19]=[CH:18][C:17]([OH:20])=[CH:16][CH:15]=2)[CH2:11][O:10][C:9]1([CH3:22])[CH3:21])=O)(C)(C)C.N1[C:28](C)=[CH:27][CH:26]=[CH:25][C:24]=1[CH3:30].[F:31][C:32]([F:45])([F:44])[S:33](O[S:33]([C:32]([F:45])([F:44])[F:31])(=[O:35])=[O:34])(=[O:35])=[O:34], predict the reaction product. The product is: [CH2:6]([N:8]1[C@@H:12]([CH2:13][C:14]2[CH:15]=[CH:16][C:17]([O:20][S:33]([C:32]([F:45])([F:44])[F:31])(=[O:35])=[O:34])=[CH:18][CH:19]=2)[CH2:11][O:10][C:9]1([CH3:21])[CH3:22])[C:24]1[CH:25]=[CH:26][CH:27]=[CH:28][CH:30]=1. (4) The product is: [C:1]([O:5][C:6](=[O:17])[CH:7]([NH:16][C:30](=[O:31])[C:29]1[C:33]([CH3:38])=[CH:34][C:35]([CH3:37])=[CH:36][C:28]=1[CH3:27])[CH2:8][C:9]1[CH:10]=[CH:11][C:12]([I:15])=[CH:13][CH:14]=1)([CH3:4])([CH3:2])[CH3:3]. Given the reactants [C:1]([O:5][C:6](=[O:17])[CH:7]([NH2:16])[CH2:8][C:9]1[CH:14]=[CH:13][C:12]([I:15])=[CH:11][CH:10]=1)([CH3:4])([CH3:3])[CH3:2].CCN(C(C)C)C(C)C.[CH3:27][C:28]1[CH:36]=[C:35]([CH3:37])[CH:34]=[C:33]([CH3:38])[C:29]=1[C:30](Cl)=[O:31].C([O-])(O)=O.[Na+], predict the reaction product. (5) Given the reactants [N:1]1[CH:6]=[CH:5][CH:4]=[C:3]([NH2:7])[CH:2]=1.[Br:8][C:9]1[CH:10]=[CH:11][C:12]([O:18][CH2:19][C:20]2[CH:25]=[CH:24][CH:23]=[C:22]([F:26])[CH:21]=2)=[C:13]([CH:17]=1)[C:14](O)=[O:15].C(Cl)CCl.C1C=CC2N(O)N=NC=2C=1.C(N(CC)CC)C, predict the reaction product. The product is: [Br:8][C:9]1[CH:10]=[CH:11][C:12]([O:18][CH2:19][C:20]2[CH:25]=[CH:24][CH:23]=[C:22]([F:26])[CH:21]=2)=[C:13]([CH:17]=1)[C:14]([NH:7][C:3]1[CH:2]=[N:1][CH:6]=[CH:5][CH:4]=1)=[O:15].